From a dataset of Forward reaction prediction with 1.9M reactions from USPTO patents (1976-2016). Predict the product of the given reaction. (1) Given the reactants [CH3:1][C:2]([CH3:16])([CH2:14][CH3:15])[CH2:3][C:4]1[N:5]=[C:6]([CH2:9][CH2:10][C:11](=[S:13])[NH2:12])[NH:7][CH:8]=1.Br[CH2:18][C:19]([C:21]1[CH:26]=[CH:25][C:24]([F:27])=[C:23]([F:28])[CH:22]=1)=O, predict the reaction product. The product is: [F:28][C:23]1[CH:22]=[C:21]([C:19]2[N:12]=[C:11]([CH2:10][CH2:9][C:6]3[NH:5][C:4]([CH2:3][C:2]([CH3:16])([CH3:1])[CH2:14][CH3:15])=[CH:8][N:7]=3)[S:13][CH:18]=2)[CH:26]=[CH:25][C:24]=1[F:27]. (2) Given the reactants Cl.[N:2]1[CH:3]=[CH:4][N:5]2[CH:10]=[CH:9][N:8]=[C:7]([N:11]3[CH2:15][CH2:14][C@H:13]([NH2:16])[CH2:12]3)[C:6]=12.[F:17][C:18]1[CH:19]=[C:20]([N:24]2[CH:28]=[N:27][C:26]([C:29](O)=[O:30])=[N:25]2)[CH:21]=[CH:22][CH:23]=1.C(N(CC)C(C)C)C.CN(C(ON1N=NC2C=CC=NC1=2)=[N+](C)C)C.F[P-](F)(F)(F)(F)F, predict the reaction product. The product is: [F:17][C:18]1[CH:19]=[C:20]([N:24]2[CH:28]=[N:27][C:26]([C:29]([NH:16][C@H:13]3[CH2:14][CH2:15][N:11]([C:7]4[C:6]5[N:5]([CH:4]=[CH:3][N:2]=5)[CH:10]=[CH:9][N:8]=4)[CH2:12]3)=[O:30])=[N:25]2)[CH:21]=[CH:22][CH:23]=1. (3) Given the reactants [CH2:1]([O:3][C:4](=[O:13])[C:5]1[C:10](Br)=[CH:9][CH:8]=[N:7][C:6]=1[Cl:12])[CH3:2].[CH3:14][O-:15].[Na+], predict the reaction product. The product is: [CH2:1]([O:3][C:4](=[O:13])[C:5]1[C:10]([O:15][CH3:14])=[CH:9][CH:8]=[N:7][C:6]=1[Cl:12])[CH3:2].